The task is: Binary Classification. Given a miRNA mature sequence and a target amino acid sequence, predict their likelihood of interaction.. This data is from Experimentally validated miRNA-target interactions with 360,000+ pairs, plus equal number of negative samples. (1) The miRNA is mmu-miR-465b-3p with sequence GAUCAGGGCCUUUCUAAGUAGA. The protein sequence of the target gene is MRPGGERPVEGGACNGRSELELLKLRSAECIDEAAERLGALSRAIWSQPELAYEEHHAHRVLTHFFEREPPAASWAVQPHYQLPTAFRAEWEPPEARAPSATPRPLHLGFLCEYDALPGIGHACGHNLIAEVGAAAALGVRGALEGLPRPPPPVKVVVLGTPAEEDGGGKIDLIEAGAFTNLDVVFMAHPSQENAAYLPDMAEHDVTVKYYGKASHSASYPWEGLNALDAAVLAYNNLSVFRQQMKPTWRVHGIIKNGGVKPNIIPSYSELIYYFRAPSMKELQVLTKKAEDCFRAAALA.... Result: 0 (no interaction). (2) The protein sequence of the target gene is MGFNLTLAKLPNNELHGQESHNSGNRSDGPGKNTTLHNEFDTIVLPVLYLIIFVASILLNGLAVWIFFHIRNKTSFIFYLKNIVVADLIMTLTFPFRIVHDAGFGPWYFKFILCRYTSVLFYANMYTSIVFLGLISIDRYLKVVKPFGDSRMYSITFTKVLSVCVWVIMAVLSLPNIILTNGQPTEDNIHDCSKLKSPLGVKWHTAVTYVNSCLFVAVLVILIGCYIAISRYIHKSSRQFISQSSRKRKHNQSIRVVVAVFFTCFLPYHLCRIPFTFSHLDRLLDESAQKILYYCKEITL.... Result: 0 (no interaction). The miRNA is hsa-miR-4727-3p with sequence AUAGUGGGAAGCUGGCAGAUUC. (3) The miRNA is hsa-miR-520f-3p with sequence AAGUGCUUCCUUUUAGAGGGUU. The protein sequence of the target gene is MPFLGQDWRSPGWSWIKTEDGWKRCDPCSHELRSEDSQYTINHSIILNSGEEEIFNNECEYAAKKRKKEHFGNDTAAHSFYREKWIYVHKESTKERHGYCTLGEAFNRLDFSSAIQDIRRFTYVVKLLQLIAKSQLTSLSGVAQKNYFNILDKIVQKVLDDHQNPRLIKGLLQDLSSTLGILVRGVGKSVLVGNINIWICRLETVLSWQQQLQNLQVTKQVNTGLTLSDLPLHMLNNILYRFSDGWDIVTLGQVTPTLYMLSEDRRLWKRLCQYHFAEQQFCRHLILSEKGHIEWKLMYF.... Result: 0 (no interaction). (4) The miRNA is hsa-miR-4632-3p with sequence UGCCGCCCUCUCGCUGCUCUAG. The protein sequence of the target gene is MESKEKRAVNSLSMENANQENEEKEQVANKGEPLALPLDAGEYCVPRGNRRRFRVRQPILQYRWDMMHRLGEPQARMREENMERIGEEVRQLMEKLREKQLSHSLRAVSTDPPHHDHHDEFCLMP. Result: 0 (no interaction). (5) The miRNA is mmu-miR-3059-5p with sequence UUUCCUCUCUGCCCCAUAGGGU. The protein sequence of the target gene is MPMKGRFPIRRTLQYLSQGNVVFKDSVKVMTVNYNTHGELGEGARKFVFFNIPQIQYKNPWVQIMMFKNMTPSPFLRFYLDSGEQVLVDVETKSNKEIMEHIRKILGKNEETLREEEEEKKQLSHPANFGPRKYCLRECICEVEGQVPCPSLVPLPKEMRGKYKAALKADAQD. Result: 0 (no interaction). (6) The miRNA is hsa-miR-3683 with sequence UGCGACAUUGGAAGUAGUAUCA. The protein sequence of the target gene is MAPVEHVVADAGAFLLDAALQDIGKNIYTIRNVISEIRDKATRRRLAVLPYELRFKEPFPEYVRLVTEFSKKTGDYPSLSATDIQVLALTYQLEAEFVGVSHLKQEPEKVKVSSSIQHPETPLHVSGFHLPSKPKPPRETVEHRHPASEPEDLEFSSFMFWRNPLPNIDCELQELLMDGGEDVPNEEEDEENGLDERQDEDSDDDGGGWITPSNIKQIQQEMKQCAVPKDVRVGCVTTDFAMQNVLLQMGLHVLAVNGMLIREARSYILRCHGCFKTTSDMSRVFCAHCGNKTLKKVSVT.... Result: 0 (no interaction). (7) The miRNA is hsa-miR-16-2-3p with sequence CCAAUAUUACUGUGCUGCUUUA. The protein sequence of the target gene is MAAGEPRDGGGYYFRFLPHRTFSSLSAREITSRLRQWSMLGRIQAQAFSFDQTFQPYQKDDFVMAFFKDPNVIPNLQLLSDSSGQWTTLGSEVKKIEAINVPCTQLSMSFFQRLYDENIVRESGHIVKCLDSFCDPFLISDELRKVLLMEDSEKYEVFSPVEREEFLFCLFKHLCLGGSLCQYEDVLKPYLETAKLIYKDLVSVRKHPRTKEIQITSSVFKVKAYDSVGVCYPSPKEHEQTFSYFVVDPIKRHVNVLYHCYGVGHMA. Result: 0 (no interaction).